Dataset: Full USPTO retrosynthesis dataset with 1.9M reactions from patents (1976-2016). Task: Predict the reactants needed to synthesize the given product. Given the product [CH3:3][O:4][C:5](=[O:25])[C:6]1[CH:11]=[CH:10][C:9]([O:12][CH2:13][CH2:14][CH2:15][CH:16]2[CH2:21][CH2:20][N:19]([C:22](=[NH:23])[NH:1][OH:2])[CH2:18][CH2:17]2)=[CH:8][C:7]=1[CH3:24], predict the reactants needed to synthesize it. The reactants are: [NH2:1][OH:2].[CH3:3][O:4][C:5](=[O:25])[C:6]1[CH:11]=[CH:10][C:9]([O:12][CH2:13][CH2:14][CH2:15][CH:16]2[CH2:21][CH2:20][N:19]([C:22]#[N:23])[CH2:18][CH2:17]2)=[CH:8][C:7]=1[CH3:24].